Dataset: NCI-60 drug combinations with 297,098 pairs across 59 cell lines. Task: Regression. Given two drug SMILES strings and cell line genomic features, predict the synergy score measuring deviation from expected non-interaction effect. (1) Drug 1: CC1=C(C(CCC1)(C)C)C=CC(=CC=CC(=CC(=O)O)C)C. Drug 2: CC1=C2C(C(=O)C3(C(CC4C(C3C(C(C2(C)C)(CC1OC(=O)C(C(C5=CC=CC=C5)NC(=O)C6=CC=CC=C6)O)O)OC(=O)C7=CC=CC=C7)(CO4)OC(=O)C)O)C)OC(=O)C. Cell line: SK-MEL-28. Synergy scores: CSS=27.7, Synergy_ZIP=0.895, Synergy_Bliss=8.32, Synergy_Loewe=-7.04, Synergy_HSA=2.53. (2) Drug 1: CC(CN1CC(=O)NC(=O)C1)N2CC(=O)NC(=O)C2. Drug 2: CN(CC1=CN=C2C(=N1)C(=NC(=N2)N)N)C3=CC=C(C=C3)C(=O)NC(CCC(=O)O)C(=O)O. Cell line: HL-60(TB). Synergy scores: CSS=81.1, Synergy_ZIP=0.347, Synergy_Bliss=0.561, Synergy_Loewe=-2.06, Synergy_HSA=1.67.